This data is from Experimentally validated miRNA-target interactions with 360,000+ pairs, plus equal number of negative samples. The task is: Binary Classification. Given a miRNA mature sequence and a target amino acid sequence, predict their likelihood of interaction. (1) The miRNA is hsa-miR-23a-3p with sequence AUCACAUUGCCAGGGAUUUCC. The protein sequence of the target gene is MDVRRLKVNELREELQRRGLDTRGLKAELAERLQAALEAEEPDDERELDADDEPGRPGHINEEVETEGGSELEGTAQPPPPGLQPHAEPGGYSGPDGHYAMDNITRQNQFYDTQVIKQENESGYERRPLEMEQQQAYRPEMKTEMKQGAPTSFLPPEASQLKPDRQQFQSRKRPYEENRGRGYFEHREDRRGRSPQPPAEEDEDDFDDTLVAIDTYNCDLHFKVARDRSSGYPLTIEGFAYLWSGARASYGVRRGRVCFEMKINEEISVKHLPSTEPDPHVVRIGWSLDSCSTQLGEEPF.... Result: 1 (interaction). (2) The miRNA is hsa-miR-6078 with sequence CCGCCUGAGCUAGCUGUGG. The protein sequence of the target gene is MVALSLKICVRHCNVVKTMQFEPSTAVYDACRVIRERVPEAQTGQASDYGLFLSDEDPRKGIWLEAGRTLDYYMLRNGDILEYKKKQRPQKIRMLDGSVKTVMVDDSKTVGELLVTICSRIGITNYEEYSLIQETIEEKKEEGTGTLKKDRTLLRDERKMEKLKAKLHTDDDLNWLDHSRTFREQGVDENETLLLRRKFFYSDQNVDSRDPVQLNLLYVQARDDILNGSHPVSFEKACEFGGFQAQIQFGPHVEHKHKPGFLDLKEFLPKEYIKQRGAEKRIFQEHKNCGEMSEIEAKVK.... Result: 0 (no interaction). (3) The miRNA is mmu-miR-3081-3p with sequence UUGCGCUCCGAUCUCUGAGCUGG. The protein sequence of the target gene is MPQTPPFSAMFDSSGYNRNLYQSAEDSCGGLYYHDNNLLSGSLEALIQHLVPNVDYYPDRTYIFTFLLSSRLFMHPYELMAKVCHLCVEHQRLSEGDGDKNQMRKIAPKILQLLTEWTETFPYDFRDERMMRNLKDLAHRMASGEEQTYRKNVQQMMQCLIRKLAALSQYEEVLAKLSSTATDRLTVLKTKPQSIQRDIMTVCSDPYTLAQQLTHIELERLNYIGPEEFVQAFVQKDPLDNDKSCYSERKKTRNLEAYVEWFNRLSYLVATEICMPVKKKHRARMIEYFIDVARECFNIG.... Result: 0 (no interaction). (4) The miRNA is hsa-miR-122-5p with sequence UGGAGUGUGACAAUGGUGUUUG. The protein sequence of the target gene is MPTAAAPIISSVQKLVLYETRARYFLVGSNNAETKYRVLKIDRTEPKDLVIIDDRHVYTQQEVRELLGRLDLGNRTKMGQKGSSGLFRAVSAFGVVGFVRFLEGYYIVLITKRRKMADIGGHAIYKVEDTNMIYIPNDSVRVTHPDEARYLRIFQNVDLSSNFYFSYSYDLSHSLQYNLTVLRMPLEMLKSEMTQNRQESFDIFEDEGLITQGGSGVFGICSEPYMKYVWNGELLDIIKSTVHRDWLLYIIHGFCGQSKLLIYGRPVYVTLIARRSSKFAGTRFLKRGANCEGDVANEVE.... Result: 1 (interaction). (5) The miRNA is hsa-miR-887-5p with sequence CUUGGGAGCCCUGUUAGACUC. The protein sequence of the target gene is MTMFKEAVTFKDVAVVFTEEELGLLDVSQRKLYRDVMLENFRNLLSVGHQLSHRDTFHFQREEKFWIMETATQREGNSGGKIQTELESVPETGPHEEWSCQQIWEQTASELTRPQDSISSSQFSTQGDVPSQVDAGLSIIHIGETPSEHGKCKKFFSDVSILDLHQQLHSGKISHTCNEYRKRFCYSSALCLHQKVHMGEKRYKCDVCSKAFSQNSQLQTHQRIHTGEKPFKCEQCGKSFSRRSGMYVHCKLHTGEKPHICEECGKAFIHNSQLREHQRIHTGEKPFKCYICGKSFHSRS.... Result: 1 (interaction). (6) The miRNA is mmu-miR-7b-5p with sequence UGGAAGACUUGUGAUUUUGUUGUU. The protein sequence of the target gene is MAEGDEAARRQQPQQGLRRRRQTSDSSVGVNHVSSTTSLGEDYEDDDLVNSDEVMKKPCPVQIVLAHEDDHNFELDEEALEQILLQEHIRDLNIVVVSVAGAFRKGKSFLLDFMLRYMYNKDSQSWIGGNNEPLTGFTWRGGCERETTGIQVWNEVFVIDRPNGTKVAVLLMDTQGAFDSQSTIKDCATVFALSTMTSSVQVYNLSQNIQEDDLQHLQLFTEYGRLAMEEIYQKPFQTLMFLIRDWSYPYEHSYGLEGGKQFLEKRLQVKQNQHEELQNVRKHIHNCFSNLGCFLLPHPG.... Result: 1 (interaction).